From a dataset of Reaction yield outcomes from USPTO patents with 853,638 reactions. Predict the reaction yield, written as a fraction of the theoretical maximum amount of product (1.0 means a 100% yield; for example, 0.34 means a 34% yield). (1) The catalyst is C1COCC1. The reactants are [C:1]1([SH:7])[CH:6]=[CH:5][CH:4]=[CH:3][CH:2]=1.[CH2:8]([O:15][C:16]([NH:18][C@@H:19]([CH2:25]O)[CH2:20][C:21]([O:23][CH3:24])=[O:22])=[O:17])[C:9]1[CH:14]=[CH:13][CH:12]=[CH:11][CH:10]=1.C(P(CCCC)CCCC)CCC.N(/C(N1CCCCC1)=O)=N\C(N1CCCCC1)=O. The yield is 0.700. The product is [CH2:8]([O:15][C:16]([NH:18][C@@H:19]([CH2:25][S:7][C:1]1[CH:6]=[CH:5][CH:4]=[CH:3][CH:2]=1)[CH2:20][C:21]([O:23][CH3:24])=[O:22])=[O:17])[C:9]1[CH:10]=[CH:11][CH:12]=[CH:13][CH:14]=1. (2) The reactants are Cl.[NH:2]([C:4]1[CH:9]=[C:8]([C:10]#[N:11])[CH:7]=[CH:6][N:5]=1)[NH2:3].CN(C)/[CH:14]=[CH:15]/[C:16]([C:18]1[CH:23]=[CH:22][C:21]([O:24][CH3:25])=[CH:20][CH:19]=1)=O. No catalyst specified. The product is [CH3:25][O:24][C:21]1[CH:22]=[CH:23][C:18]([C:16]2[N:2]([C:4]3[CH:9]=[C:8]([C:10]#[N:11])[CH:7]=[CH:6][N:5]=3)[N:3]=[CH:14][CH:15]=2)=[CH:19][CH:20]=1. The yield is 1.00.